Dataset: Experimentally validated miRNA-target interactions with 360,000+ pairs, plus equal number of negative samples. Task: Binary Classification. Given a miRNA mature sequence and a target amino acid sequence, predict their likelihood of interaction. The miRNA is rno-miR-328a-3p with sequence CUGGCCCUCUCUGCCCUUCCGU. The protein sequence of the target gene is MATCSRQFTSSSSMKGSCGIGGGSSRMSSILAGGSCRAPSTCGGMSVTSSRFSSGGVCGIGGGYGGSFSSSSFGGGLGSGFGGRFDGFGGGFGAGLGGGLGGGIGDGLLVGSEKVTMQNLNDRLATYLDKVRALEEANRDLEVKIRDWYQRQRPTEIKDYSPYFKTIEDLKSKIIIATQENAQFTLQIDNARLAADDFRTKYENELFLRQSVEGDINGLRKVLDELTLSRADLEMQIENLREELAFLKKNHEEEMLALRGQTGGDVNVEMDAAPGVDLSRILNEMRDQYEQMAEKNRRDV.... Result: 0 (no interaction).